This data is from Forward reaction prediction with 1.9M reactions from USPTO patents (1976-2016). The task is: Predict the product of the given reaction. (1) Given the reactants C[Si](C)(C)CCOC[N:7]1[C:11]2[N:12]=[CH:13][N:14]=[C:15]([C:16]3[S:20][C:19]([CH:21]([CH2:25][C:26]#[N:27])[CH2:22][C:23]#[N:24])=[N:18][CH:17]=3)[C:10]=2[CH:9]=[CH:8]1.C(O)(C(F)(F)F)=O, predict the reaction product. The product is: [N:12]1[C:11]2[NH:7][CH:8]=[CH:9][C:10]=2[C:15]([C:16]2[S:20][C:19]([CH:21]([CH2:25][C:26]#[N:27])[CH2:22][C:23]#[N:24])=[N:18][CH:17]=2)=[N:14][CH:13]=1. (2) Given the reactants Cl.[CH:2]12[CH2:11][CH:6]3[CH2:7][CH:8]([CH2:10][CH:4]([CH2:5]3)[CH:3]1[NH2:12])[CH2:9]2.[C:13]1([C:19]([CH3:24])([CH3:23])[C:20]([OH:22])=[O:21])[CH:18]=[CH:17][CH:16]=[CH:15][CH:14]=1.F[B-](F)(F)F.N1(OC(N(C)C)=[N+](C)C)C2C=CC=CC=2N=N1.CCN(C(C)C)C(C)C, predict the reaction product. The product is: [C:20]([O-:22])(=[O:21])[CH3:19].[NH4+:12].[CH:2]12[CH2:11][CH:6]3[CH2:7][CH:8]([CH2:10][CH:4]([CH2:5]3)[CH:3]1[NH:12][C:20](=[O:21])[C:19]([CH3:23])([C:13]1[CH:18]=[CH:17][CH:16]=[CH:15][CH:14]=1)[CH3:24])[CH2:9]2. (3) Given the reactants [C:1]([O-])([O-])=O.[K+].[K+].[Br:7][C:8]1[CH:9]=[C:10]([CH:12]=[CH:13][CH:14]=1)[NH2:11].[CH2:15](Br)[CH:16]=[CH2:17].[C:19](#N)[CH3:20], predict the reaction product. The product is: [CH2:15]([N:11]([CH2:1][CH:19]=[CH2:20])[C:10]1[CH:12]=[CH:13][CH:14]=[C:8]([Br:7])[CH:9]=1)[CH:16]=[CH2:17]. (4) Given the reactants [CH2:1]([O:8][C:9]([N:11]([CH3:16])[CH2:12][C:13]([OH:15])=O)=[O:10])[C:2]1[CH:7]=[CH:6][CH:5]=[CH:4][CH:3]=1.F[P-](F)(F)(F)(F)F.N1(OC(N(C)C)=[N+](C)C)C2N=CC=CC=2N=N1.C(N(CC)C(C)C)(C)C.[Br:50][C:51]1[CH:52]=[C:53]([NH2:58])[C:54]([NH2:57])=[N:55][CH:56]=1, predict the reaction product. The product is: [C:2]1([CH2:1][O:8][C:9](=[O:10])[N:11]([CH2:12][C:13]([NH:58][C:53]2[C:54]([NH2:57])=[N:55][CH:56]=[C:51]([Br:50])[CH:52]=2)=[O:15])[CH3:16])[CH:3]=[CH:4][CH:5]=[CH:6][CH:7]=1. (5) Given the reactants [NH2:1][C:2]1[N:7]=[CH:6][N:5]=[C:4]([N:8]2[CH2:13][CH2:12][CH:11]([C:14]3[N:15]([CH2:27][CH2:28][OH:29])[CH:16]=[C:17]([C:19]4[CH:24]=[CH:23][C:22]([F:25])=[C:21]([CH3:26])[CH:20]=4)[N:18]=3)[CH2:10][CH2:9]2)[C:3]=1Br.[C:31]([O:35][C:36]([N:38]1[CH:42]=[C:41](B2OC(C)(C)C(C)(C)O2)[CH:40]=[N:39]1)=[O:37])([CH3:34])([CH3:33])[CH3:32].C([O-])([O-])=O.[Cs+].[Cs+], predict the reaction product. The product is: [NH2:1][C:2]1[C:3]([C:41]2[CH:40]=[N:39][N:38]([C:36]([O:35][C:31]([CH3:34])([CH3:33])[CH3:32])=[O:37])[CH:42]=2)=[C:4]([N:8]2[CH2:13][CH2:12][CH:11]([C:14]3[N:15]([CH2:27][CH2:28][OH:29])[CH:16]=[C:17]([C:19]4[CH:24]=[CH:23][C:22]([F:25])=[C:21]([CH3:26])[CH:20]=4)[N:18]=3)[CH2:10][CH2:9]2)[N:5]=[CH:6][N:7]=1. (6) Given the reactants Cl.[F:2][C:3]1[CH:31]=[CH:30][C:6]([CH2:7][N:8]2[CH2:13][CH2:12][CH2:11][C:10]3([CH2:22][C:21](=O)[C:20]4[C:15](=[CH:16][CH:17]=[C:18](/[CH:24]=[CH:25]/[C:26]([NH:28][OH:29])=[O:27])[CH:19]=4)[O:14]3)[CH2:9]2)=[CH:5][CH:4]=1.Cl.[CH3:33][O:34][NH2:35].N1C=CC=CC=1, predict the reaction product. The product is: [F:2][C:3]1[CH:4]=[CH:5][C:6]([CH2:7][N:8]2[CH2:13][CH2:12][CH2:11][C:10]3([CH2:22][C:21](=[N:35][O:34][CH3:33])[C:20]4[C:15](=[CH:16][CH:17]=[C:18](/[CH:24]=[CH:25]/[C:26]([NH:28][OH:29])=[O:27])[CH:19]=4)[O:14]3)[CH2:9]2)=[CH:30][CH:31]=1.